This data is from Catalyst prediction with 721,799 reactions and 888 catalyst types from USPTO. The task is: Predict which catalyst facilitates the given reaction. (1) Reactant: [CH3:1][C@H:2]1[CH2:7][NH:6][CH2:5][CH2:4][N:3]1[C:8]([O:10][C:11]([CH3:14])([CH3:13])[CH3:12])=[O:9].CCN(C(C)C)C(C)C.[Br:24][C:25]1[CH:30]=[C:29]([C:31]([F:34])([F:33])[F:32])[CH:28]=[CH:27][C:26]=1[S:35](Cl)(=[O:37])=[O:36].C([O-])(O)=O.[Na+]. Product: [Br:24][C:25]1[CH:30]=[C:29]([C:31]([F:33])([F:32])[F:34])[CH:28]=[CH:27][C:26]=1[S:35]([N:6]1[CH2:5][CH2:4][N:3]([C:8]([O:10][C:11]([CH3:13])([CH3:12])[CH3:14])=[O:9])[C@@H:2]([CH3:1])[CH2:7]1)(=[O:37])=[O:36]. The catalyst class is: 91. (2) Reactant: Br.Br[CH2:3][C:4]([C:6]1[CH:11]=[CH:10][N:9]=[CH:8][CH:7]=1)=O.[CH3:12][O:13][C:14]1[CH:19]=[CH:18][CH:17]=[CH:16][C:15]=1[NH:20][C:21]([NH2:23])=[S:22].N. Product: [CH3:12][O:13][C:14]1[CH:19]=[CH:18][CH:17]=[CH:16][C:15]=1[NH:20][C:21]1[S:22][CH:3]=[C:4]([C:6]2[CH:11]=[CH:10][N:9]=[CH:8][CH:7]=2)[N:23]=1. The catalyst class is: 88. (3) Reactant: [CH2:1]([O:8][CH2:9][N:10]1[C:18]2[C:17](=[O:19])[N:16](C)[C:15](=O)[N:14]([C:22]3[CH:27]=[CH:26][C:25]([Cl:28])=[CH:24][C:23]=3[Cl:29])[C:13]=2[N:12]=[C:11]1[CH2:30][CH3:31])[C:2]1[CH:7]=[CH:6][CH:5]=[CH:4][CH:3]=1.CCO.[OH-].[Na+].C([O-])(O)=O.[Na+]. Product: [CH2:1]([O:8][CH2:9][N:10]1[C:18]([C:17]([NH:16][CH3:15])=[O:19])=[C:13]([NH:14][C:22]2[CH:27]=[CH:26][C:25]([Cl:28])=[CH:24][C:23]=2[Cl:29])[N:12]=[C:11]1[CH2:30][CH3:31])[C:2]1[CH:3]=[CH:4][CH:5]=[CH:6][CH:7]=1. The catalyst class is: 12. (4) Reactant: [NH4+].[N:2]#[C:3][S-:4].[F:5][C:6]([F:15])([F:14])[C:7]1[CH:13]=[CH:12][C:10]([NH2:11])=[CH:9][CH:8]=1. Product: [F:5][C:6]([F:14])([F:15])[C:7]1[CH:13]=[CH:12][C:10]([NH:11][C:3]([NH2:2])=[S:4])=[CH:9][CH:8]=1. The catalyst class is: 126. (5) Reactant: [C:1]([O:5][C:6](=[O:31])[NH:7][C@@H:8]1[C@@H:13]([C:14]2[CH:19]=[C:18]([F:20])[C:17]([F:21])=[CH:16][C:15]=2[F:22])[CH2:12][CH2:11][N:10]([C:23]2[CH:28]=[CH:27][C:26]([NH2:29])=[C:25]([NH2:30])[N:24]=2)[CH2:9]1)([CH3:4])([CH3:3])[CH3:2].O=[C:33]([CH3:36])[CH:34]=O.C(=O)(O)[O-]. Product: [C:1]([O:5][C:6](=[O:31])[NH:7][C@@H:8]1[C@@H:13]([C:14]2[CH:19]=[C:18]([F:20])[C:17]([F:21])=[CH:16][C:15]=2[F:22])[CH2:12][CH2:11][N:10]([C:23]2[CH:28]=[CH:27][C:26]3[C:25]([N:24]=2)=[N:30][C:33]([CH3:36])=[CH:34][N:29]=3)[CH2:9]1)([CH3:4])([CH3:2])[CH3:3]. The catalyst class is: 100. (6) Reactant: O.[OH-].[Li+].[CH3:4][N:5]1[C:10](=[O:11])[C:9]2[C:12]([S:26][CH2:27][CH2:28][CH2:29][C:30]([O:32]C)=[O:31])=[C:13]([CH2:15][C:16]3[C:25]4[C:20](=[CH:21][CH:22]=[CH:23][CH:24]=4)[CH:19]=[CH:18][CH:17]=3)[S:14][C:8]=2[C:7]([CH2:34][CH:35]([CH3:37])[CH3:36])=[N:6]1.Cl. Product: [CH3:4][N:5]1[C:10](=[O:11])[C:9]2[C:12]([S:26][CH2:27][CH2:28][CH2:29][C:30]([OH:32])=[O:31])=[C:13]([CH2:15][C:16]3[C:25]4[C:20](=[CH:21][CH:22]=[CH:23][CH:24]=4)[CH:19]=[CH:18][CH:17]=3)[S:14][C:8]=2[C:7]([CH2:34][CH:35]([CH3:37])[CH3:36])=[N:6]1. The catalyst class is: 132. (7) Reactant: [C:1]([O:5][C:6]([N:8]1[CH2:13][CH2:12][N:11]([CH2:14][C:15]2[CH:23]=[CH:22][C:18]([C:19]([OH:21])=O)=[CH:17][C:16]=2[Cl:24])[CH2:10][CH2:9]1)=[O:7])([CH3:4])([CH3:3])[CH3:2].ClCCl.Cl.CN(C)CCCN=C=NCC.[NH:40]1[CH2:45][CH2:44][O:43][CH2:42][CH2:41]1. Product: [Cl:24][C:16]1[CH:17]=[C:18]([C:19]([N:40]2[CH2:45][CH2:44][O:43][CH2:42][CH2:41]2)=[O:21])[CH:22]=[CH:23][C:15]=1[CH2:14][N:11]1[CH2:12][CH2:13][N:8]([C:6]([O:5][C:1]([CH3:4])([CH3:3])[CH3:2])=[O:7])[CH2:9][CH2:10]1. The catalyst class is: 6.